This data is from Catalyst prediction with 721,799 reactions and 888 catalyst types from USPTO. The task is: Predict which catalyst facilitates the given reaction. (1) Reactant: [NH2:1][C:2]1[C:3]2[N:14]([CH2:15][O:16][CH2:17][C:18]3[CH:23]=[CH:22][CH:21]=[CH:20][CH:19]=3)[CH:13]=[C:12]([C:24]#[C:25][CH2:26][CH2:27][CH:28]=O)[C:4]=2[N:5]=[C:6]([CH2:8][CH2:9][CH2:10][CH3:11])[N:7]=1.Cl.[OH:31][CH:32]1[CH2:35][NH:34][CH2:33]1.C(N(CC)CC)C.C(O[BH-](OC(=O)C)OC(=O)C)(=O)C.[Na+]. Product: [NH2:1][C:2]1[C:3]2[N:14]([CH2:15][O:16][CH2:17][C:18]3[CH:19]=[CH:20][CH:21]=[CH:22][CH:23]=3)[CH:13]=[C:12]([C:24]#[C:25][CH2:26][CH2:27][CH2:28][N:34]3[CH2:35][CH:32]([OH:31])[CH2:33]3)[C:4]=2[N:5]=[C:6]([CH2:8][CH2:9][CH2:10][CH3:11])[N:7]=1. The catalyst class is: 4. (2) Reactant: [NH:1]1[CH2:6][CH2:5][CH:4]([N:7]2[CH:11]=[C:10]([NH:12][C:13]3[N:18]=[C:17]([CH2:19][CH2:20][C:21]4[CH:26]=[CH:25][CH:24]=[CH:23][C:22]=4[C:27]4([C:30]([NH2:32])=[O:31])[CH2:29][CH2:28]4)[C:16]([C:33]([F:36])([F:35])[F:34])=[CH:15][N:14]=3)[CH:9]=[N:8]2)[CH2:3][CH2:2]1.C=O.[C:39](O[BH-](OC(=O)C)OC(=O)C)(=O)C.[Na+]. Product: [CH3:39][N:1]1[CH2:2][CH2:3][CH:4]([N:7]2[CH:11]=[C:10]([NH:12][C:13]3[N:18]=[C:17]([CH2:19][CH2:20][C:21]4[CH:26]=[CH:25][CH:24]=[CH:23][C:22]=4[C:27]4([C:30]([NH2:32])=[O:31])[CH2:28][CH2:29]4)[C:16]([C:33]([F:35])([F:34])[F:36])=[CH:15][N:14]=3)[CH:9]=[N:8]2)[CH2:5][CH2:6]1. The catalyst class is: 5. (3) Reactant: [CH3:1][O:2][CH2:3][O:4][C:5]1[CH:10]=[C:9]([CH3:11])[C:8]([C:12]2[CH:17]=[CH:16][CH:15]=[C:14]([CH2:18][OH:19])[C:13]=2[CH3:20])=[C:7]([CH3:21])[CH:6]=1.F[C:23]1[CH:24]=[CH:25][C:26]2[C:27](=[O:36])[C:28]3[C:33]([C:34]=2[CH:35]=1)=[CH:32][CH:31]=[CH:30][CH:29]=3.CN(C=O)C.[H-].[Na+]. Product: [CH3:1][O:2][CH2:3][O:4][C:5]1[CH:10]=[C:9]([CH3:11])[C:8]([C:12]2[CH:17]=[CH:16][CH:15]=[C:14]([CH2:18][O:19][C:23]3[CH:24]=[CH:25][C:26]4[C:27](=[O:36])[C:28]5[C:33]([C:34]=4[CH:35]=3)=[CH:32][CH:31]=[CH:30][CH:29]=5)[C:13]=2[CH3:20])=[C:7]([CH3:21])[CH:6]=1. The catalyst class is: 6.